From a dataset of Forward reaction prediction with 1.9M reactions from USPTO patents (1976-2016). Predict the product of the given reaction. (1) Given the reactants [CH2:1]([NH:5][C@H:6]1[C@@H:11]([NH:12][C:13]([C:15]2[NH:16][C:17]([CH2:21][CH3:22])=[C:18]([Cl:20])[N:19]=2)=[O:14])[CH2:10][CH2:9][N:8]([C:23](OC(C)(C)C)=O)[CH2:7]1)[CH2:2][CH2:3][CH3:4].C(=O)([O-])[O-].[Na+].[Na+].BrC1[S:38][C:39]2[C:45]([C:46]([O:48][CH2:49][CH3:50])=[O:47])=[CH:44][CH:43]=[CH:42][C:40]=2[N:41]=1, predict the reaction product. The product is: [CH2:1]([NH:5][C@H:6]1[C@@H:11]([NH:12][C:13]([C:15]2[NH:16][C:17]([CH2:21][CH3:22])=[C:18]([Cl:20])[N:19]=2)=[O:14])[CH2:10][CH2:9][N:8]([C:23]2[S:38][C:39]3[C:45]([C:46]([O:48][CH2:49][CH3:50])=[O:47])=[CH:44][CH:43]=[CH:42][C:40]=3[N:41]=2)[CH2:7]1)[CH2:2][CH2:3][CH3:4]. (2) Given the reactants [CH3:1][C:2](O)([C:4]#[C:5][Si:6]([CH3:9])([CH3:8])[CH3:7])[CH3:3].[ClH:11], predict the reaction product. The product is: [Cl:11][C:2]([CH3:3])([CH3:1])[C:4]#[C:5][Si:6]([CH3:9])([CH3:8])[CH3:7]. (3) The product is: [CH:21]1([NH:24][C:25](=[O:42])[C:26]2[CH:27]=[CH:28][C:29]([O:32][C:33]3[CH:38]=[CH:37][C:36]([CH2:39][N:12]4[CH2:11][CH2:10][CH:9]([N:8]5[C@H:7]([C:15]6[CH:20]=[CH:19][CH:18]=[CH:17][CH:16]=6)[CH2:6][O:5][C:4]5=[N:3][O:2][CH3:1])[CH2:14][CH2:13]4)=[C:35]([CH3:41])[N:34]=3)=[CH:30][CH:31]=2)[CH2:23][CH2:22]1. Given the reactants [CH3:1][O:2][N:3]=[C:4]1[N:8]([CH:9]2[CH2:14][CH2:13][NH:12][CH2:11][CH2:10]2)[C@H:7]([C:15]2[CH:20]=[CH:19][CH:18]=[CH:17][CH:16]=2)[CH2:6][O:5]1.[CH:21]1([NH:24][C:25](=[O:42])[C:26]2[CH:31]=[CH:30][C:29]([O:32][C:33]3[CH:38]=[CH:37][C:36]([CH:39]=O)=[C:35]([CH3:41])[N:34]=3)=[CH:28][CH:27]=2)[CH2:23][CH2:22]1.[BH-](OC(C)=O)(OC(C)=O)OC(C)=O.[Na+], predict the reaction product. (4) Given the reactants [NH2:1][C:2]1[CH:7]=[CH:6][CH:5]=[CH:4][CH:3]=1.[CH:8]([C:10]([CH3:12])=O)=[CH2:9], predict the reaction product. The product is: [CH3:12][C:10]1[C:7]2[C:2](=[CH:3][CH:4]=[CH:5][CH:6]=2)[N:1]=[CH:9][CH:8]=1. (5) Given the reactants [CH2:1]([O:8][C:9]([N:11]([CH2:13][CH:14]=O)[CH3:12])=[O:10])[C:2]1[CH:7]=[CH:6][CH:5]=[CH:4][CH:3]=1.[CH3:16][O:17][C:18](=[O:26])[C:19]1[CH:24]=[CH:23][C:22]([NH2:25])=[CH:21][CH:20]=1.CC(O)=O.[BH3-]C#N.[Na+], predict the reaction product. The product is: [CH2:1]([O:8][C:9]([N:11]([CH2:13][CH2:14][NH:25][C:22]1[CH:21]=[CH:20][C:19]([C:18]([O:17][CH3:16])=[O:26])=[CH:24][CH:23]=1)[CH3:12])=[O:10])[C:2]1[CH:3]=[CH:4][CH:5]=[CH:6][CH:7]=1.